From a dataset of HIV replication inhibition screening data with 41,000+ compounds from the AIDS Antiviral Screen. Binary Classification. Given a drug SMILES string, predict its activity (active/inactive) in a high-throughput screening assay against a specified biological target. (1) The drug is CCCN=C(C(C)=O)N(C)C. The result is 0 (inactive). (2) The drug is CC(C)OC(=S)SSC(=S)NCCNC(=S)SSC(=S)OC(C)C. The result is 0 (inactive). (3) The compound is COc1ccc(C2c3cc4c(cc3OC(Nc3ccccc3)C2C)OCO4)cc1. The result is 0 (inactive). (4) The drug is O=P(c1ccccc1)(c1ccccc1)c1ccc2c(c1)OCCOCCOCCOCCO2. The result is 0 (inactive). (5) The molecule is COc1cc(-c2ccc(N=Nc3cc(S(=O)(=O)O)c4cccc(S(=O)(=O)O)c4c3N)c(OC)c2)ccc1N=Nc1cc(S(=O)(=O)O)c2cccc(S(=O)(=O)O)c2c1N.[NaH]. The result is 1 (active). (6) The compound is O=C1CC2(CC(O)CO)CC(O1)C(I)CC21OCCO1. The result is 0 (inactive). (7) The compound is COC1=C(C)C2CC(=O)OC3CC4C(C)CC(OC(C)=O)C(=O)C4(C)C(C1=O)C32C. The result is 0 (inactive). (8) The molecule is NC(=S)NN=CC(CO)OC(C=NNC(N)=S)n1cnc2c(N)ncnc21. The result is 0 (inactive). (9) The molecule is N=C1NNC(=O)C1N=Nc1ccc(S(=O)(=O)Nc2nccs2)cc1. The result is 0 (inactive).